Dataset: Forward reaction prediction with 1.9M reactions from USPTO patents (1976-2016). Task: Predict the product of the given reaction. (1) The product is: [CH:1]1[C:6]2[CH2:7][CH2:8][CH2:9][CH2:10][CH:11]([CH2:12][CH:13]=[O:14])[C:5]=2[CH:4]=[CH:3][CH:2]=1. Given the reactants [CH:1]1[C:6]2[CH2:7][CH2:8][CH2:9][CH2:10][CH:11]([CH2:12][C:13](OCC)=[O:14])[C:5]=2[CH:4]=[CH:3][CH:2]=1.[H-].C([Al+]CC(C)C)C(C)C.CO.Cl, predict the reaction product. (2) Given the reactants C(=O)([O-])[O-].[K+].[K+].[C:7]([O:11][C:12]([CH3:15])([CH3:14])[CH3:13])(=[O:10])[CH:8]=[CH2:9].[CH:16]1[C:25]2[C:20](=[CH:21][CH:22]=[CH:23][CH:24]=2)[CH:19]=[CH:18][C:17]=1[S:26]([CH2:29][C:30]([O:32][CH3:33])=[O:31])(=[O:28])=[O:27], predict the reaction product. The product is: [CH:16]1[C:25]2[C:20](=[CH:21][CH:22]=[CH:23][CH:24]=2)[CH:19]=[CH:18][C:17]=1[S:26]([CH:29]([CH2:9][CH2:8][C:7]([O:11][C:12]([CH3:15])([CH3:14])[CH3:13])=[O:10])[C:30]([O:32][CH3:33])=[O:31])(=[O:28])=[O:27].